From a dataset of Reaction yield outcomes from USPTO patents with 853,638 reactions. Predict the reaction yield, written as a fraction of the theoretical maximum amount of product (1.0 means a 100% yield; for example, 0.34 means a 34% yield). (1) The reactants are BrBr.[K+].[Br-:4].[CH2:5]([C:7]1[CH:8]=[CH:9][C:10]([CH:13]=[CH2:14])=[N:11][CH:12]=1)[CH3:6].[OH2:15]. No catalyst specified. The product is [Br:4][CH2:14][CH:13]([C:10]1[CH:9]=[CH:8][C:7]([CH2:5][CH3:6])=[CH:12][N:11]=1)[OH:15]. The yield is 0.860. (2) The reactants are FC(F)(F)C([N:5]([C@@H:13]1[CH2:15][C@H:14]1[C:16]1[CH:21]=[CH:20][CH:19]=[CH:18][CH:17]=1)[CH2:6][CH:7]1[CH2:12][CH2:11][NH:10][CH2:9][CH2:8]1)=O.C(=O)([O-])[O-].[K+].[K+].Br[CH:31]([CH3:33])[CH3:32]. The catalyst is C(#N)C. The product is [CH:31]([N:10]1[CH2:9][CH2:8][CH:7]([CH2:6][NH:5][C@@H:13]2[CH2:15][C@H:14]2[C:16]2[CH:17]=[CH:18][CH:19]=[CH:20][CH:21]=2)[CH2:12][CH2:11]1)([CH3:33])[CH3:32]. The yield is 0.401.